From a dataset of Full USPTO retrosynthesis dataset with 1.9M reactions from patents (1976-2016). Predict the reactants needed to synthesize the given product. (1) Given the product [CH2:31]([C:35]1([CH2:73][CH3:74])[CH2:41][S:40](=[O:43])(=[O:42])[C:39]2[CH:44]=[CH:45][C:46]([N:48]([CH3:50])[CH3:49])=[CH:47][C:38]=2[CH:37]([C:51]2[CH:52]=[C:53]([NH:57][C:58]([CH2:60][O:61][CH2:62][CH2:63][O:64][CH2:65][CH2:66][O:67][CH2:68][C:69]([NH:1][CH2:2][C:3]3[CH:8]=[CH:7][C:6]([CH:9]4[CH:10]([CH2:21][CH2:22][CH:23]([OH:30])[C:24]5[CH:25]=[CH:26][CH:27]=[CH:28][CH:29]=5)[C:11](=[O:20])[N:12]4[C:13]4[CH:18]=[CH:17][C:16]([F:19])=[CH:15][CH:14]=4)=[CH:5][CH:4]=3)=[O:70])=[O:59])[CH:54]=[CH:55][CH:56]=2)[CH:36]1[OH:72])[CH2:32][CH2:33][CH3:34], predict the reactants needed to synthesize it. The reactants are: [NH2:1][CH2:2][C:3]1[CH:8]=[CH:7][C:6]([CH:9]2[N:12]([C:13]3[CH:18]=[CH:17][C:16]([F:19])=[CH:15][CH:14]=3)[C:11](=[O:20])[CH:10]2[CH2:21][CH2:22][CH:23]([OH:30])[C:24]2[CH:29]=[CH:28][CH:27]=[CH:26][CH:25]=2)=[CH:5][CH:4]=1.[CH2:31]([C:35]1([CH2:73][CH3:74])[CH2:41][S:40](=[O:43])(=[O:42])[C:39]2[CH:44]=[CH:45][C:46]([N:48]([CH3:50])[CH3:49])=[CH:47][C:38]=2[CH:37]([C:51]2[CH:52]=[C:53]([NH:57][C:58]([CH2:60][O:61][CH2:62][CH2:63][O:64][CH2:65][CH2:66][O:67][CH2:68][C:69](O)=[O:70])=[O:59])[CH:54]=[CH:55][CH:56]=2)[CH:36]1[OH:72])[CH2:32][CH2:33][CH3:34]. (2) Given the product [CH2:6]([O:5][C:1](=[O:8])[CH2:22][C:21]([C:18]1[CH:19]=[CH:20][C:15]([O:14][CH:11]([CH3:12])[CH3:13])=[C:16]([CH3:24])[CH:17]=1)=[O:23])[CH3:7], predict the reactants needed to synthesize it. The reactants are: [C:1](=[O:8])([O:5][CH2:6][CH3:7])OCC.[H-].[Na+].[CH:11]([O:14][C:15]1[CH:20]=[CH:19][C:18]([C:21](=[O:23])[CH3:22])=[CH:17][C:16]=1[CH3:24])([CH3:13])[CH3:12].Cl. (3) Given the product [C:27]([S:29][CH:14]1[CH2:15][N:12]([C:9]2[S:10][CH:11]=[C:7]([CH2:6][N:5]3[C:1](=[O:26])[C:2]4=[CH:25][CH:24]=[CH:23][CH:22]=[C:3]4[C:4]3=[O:21])[N:8]=2)[CH2:13]1)(=[O:30])[CH3:28], predict the reactants needed to synthesize it. The reactants are: [C:1]1(=[O:26])[N:5]([CH2:6][C:7]2[N:8]=[C:9]([N:12]3[CH2:15][CH:14](OS(C)(=O)=O)[CH2:13]3)[S:10][CH:11]=2)[C:4](=[O:21])[C:3]2=[CH:22][CH:23]=[CH:24][CH:25]=[C:2]12.[C:27]([O-:30])(=[S:29])[CH3:28].[K+]. (4) The reactants are: [CH2:1]([S:3][C:4]1[CH:12]=[CH:11][C:10]([S:13]([CH3:16])(=[O:15])=[O:14])=[CH:9][C:5]=1[C:6]([OH:8])=O)[CH3:2].[F:17][C:18]1[CH:23]=[C:22]([S:24]([CH3:27])(=[O:26])=[O:25])[CH:21]=[CH:20][C:19]=1[N:28]1[CH2:33][CH2:32][NH:31][CH2:30][CH2:29]1. Given the product [CH2:1]([S:3][C:4]1[CH:12]=[CH:11][C:10]([S:13]([CH3:16])(=[O:15])=[O:14])=[CH:9][C:5]=1[C:6]([N:31]1[CH2:30][CH2:29][N:28]([C:19]2[CH:20]=[CH:21][C:22]([S:24]([CH3:27])(=[O:26])=[O:25])=[CH:23][C:18]=2[F:17])[CH2:33][CH2:32]1)=[O:8])[CH3:2], predict the reactants needed to synthesize it. (5) Given the product [CH:11]1([C:2]2[CH:9]=[CH:8][C:5]([C:6]#[N:7])=[C:4]([OH:10])[CH:3]=2)[CH2:13][CH2:12]1, predict the reactants needed to synthesize it. The reactants are: Br[C:2]1[CH:9]=[CH:8][C:5]([C:6]#[N:7])=[C:4]([OH:10])[CH:3]=1.[CH:11]1([B-](F)(F)F)[CH2:13][CH2:12]1.[K+].[O-]P([O-])([O-])=O.[K+].[K+].[K+]. (6) Given the product [F:1][C:2]1[CH:32]=[CH:31][C:5]([C:6]2[C:8]3[CH:13]=[CH:12][CH:11]=[N:10][C:9]=3[NH:14][C:15](=[O:30])[CH:16]([C:17]3[S:18][CH:19]=[CH:20][CH:21]=3)[N:22]=2)=[CH:4][CH:3]=1, predict the reactants needed to synthesize it. The reactants are: [F:1][C:2]1[CH:32]=[CH:31][C:5]([C:6]([C:8]2[C:9]([NH:14][C:15](=[O:30])[CH:16]([NH:22]C(=O)OC(C)(C)C)[C:17]3[S:18][CH:19]=[CH:20][CH:21]=3)=[N:10][CH:11]=[CH:12][CH:13]=2)=O)=[CH:4][CH:3]=1.C(O)(C(F)(F)F)=O. (7) Given the product [F:1][C:2]1[CH:9]=[CH:8][C:7]([C:20]2[N:21]=[C:22]([NH:26][C:27]3[CH:32]=[CH:31][C:30]([N:33]4[CH2:38][CH2:37][N:36]([CH:39]5[CH2:42][O:41][CH2:40]5)[CH2:35][CH2:34]4)=[C:29]([CH3:43])[CH:28]=3)[N:23]=[CH:24][N:25]=2)=[CH:6][C:3]=1[C:4]#[N:5], predict the reactants needed to synthesize it. The reactants are: [F:1][C:2]1[CH:9]=[CH:8][C:7](B2OC(C)(C)C(C)(C)O2)=[CH:6][C:3]=1[C:4]#[N:5].Cl[C:20]1[N:25]=[CH:24][N:23]=[C:22]([NH:26][C:27]2[CH:32]=[CH:31][C:30]([N:33]3[CH2:38][CH2:37][N:36]([CH:39]4[CH2:42][O:41][CH2:40]4)[CH2:35][CH2:34]3)=[C:29]([CH3:43])[CH:28]=2)[N:21]=1. (8) Given the product [NH2:17][C:16]1[N:18]=[CH:6][C:5]([CH:10]=[O:19])=[CH:4][N:15]=1, predict the reactants needed to synthesize it. The reactants are: C[NH+]([CH2:4][C:5]([CH2:10]N(C)C)=[CH:6][NH+](C)C)C.Cl.[NH2:15][C:16]([NH2:18])=[NH:17].[OH-:19].[Na+]. (9) Given the product [CH3:34][N:35]1[CH2:40][CH2:39][N:38]([CH2:1][C:3]2[CH:4]=[CH:5][C:6]3[N:10]=[CH:9][N:8]([C:11]4[S:15][C:14]([C:16]([O:18][CH3:19])=[O:17])=[C:13]([O:20][C@@H:21]([C:23]5[CH:28]=[CH:27][CH:26]=[CH:25][C:24]=5[C:29]([F:30])([F:31])[F:32])[CH3:22])[CH:12]=4)[C:7]=3[CH:33]=2)[CH2:37][CH2:36]1, predict the reactants needed to synthesize it. The reactants are: [CH:1]([C:3]1[CH:4]=[CH:5][C:6]2[N:10]=[CH:9][N:8]([C:11]3[S:15][C:14]([C:16]([O:18][CH3:19])=[O:17])=[C:13]([O:20][C@@H:21]([C:23]4[CH:28]=[CH:27][CH:26]=[CH:25][C:24]=4[C:29]([F:32])([F:31])[F:30])[CH3:22])[CH:12]=3)[C:7]=2[CH:33]=1)=O.[CH3:34][N:35]1[CH2:40][CH2:39][NH:38][CH2:37][CH2:36]1.C(O)(=O)C.C(O[BH-](OC(=O)C)OC(=O)C)(=O)C.[Na+].C([O-])([O-])=O.[K+].[K+].